This data is from Full USPTO retrosynthesis dataset with 1.9M reactions from patents (1976-2016). The task is: Predict the reactants needed to synthesize the given product. (1) Given the product [CH2:1]([O:8][C:9]([N:11]1[CH2:16][CH2:15][N:14]([C:17]2[CH:22]=[CH:21][CH:20]=[C:19]([C:23]3[CH:24]=[N:25][N:26]4[C:31]([NH2:32])=[C:30]([C:33]5[CH:38]=[CH:37][C:36]([NH:39][C:41]([O:43][CH2:44][CH2:45][CH2:46][CH3:47])=[O:42])=[CH:35][CH:34]=5)[CH:29]=[N:28][C:27]=34)[CH:18]=2)[CH2:13][CH2:12]1)=[O:10])[C:2]1[CH:7]=[CH:6][CH:5]=[CH:4][CH:3]=1, predict the reactants needed to synthesize it. The reactants are: [CH2:1]([O:8][C:9]([N:11]1[CH2:16][CH2:15][N:14]([C:17]2[CH:22]=[CH:21][CH:20]=[C:19]([C:23]3[CH:24]=[N:25][N:26]4[C:31]([NH2:32])=[C:30]([C:33]5[CH:38]=[CH:37][C:36]([NH2:39])=[CH:35][CH:34]=5)[CH:29]=[N:28][C:27]=34)[CH:18]=2)[CH2:13][CH2:12]1)=[O:10])[C:2]1[CH:7]=[CH:6][CH:5]=[CH:4][CH:3]=1.Cl[C:41]([O:43][CH2:44][CH2:45][CH2:46][CH3:47])=[O:42].C(OCC)(=O)C.C([O-])(O)=O.[Na+]. (2) Given the product [CH:9]([O:8][C:5]1[N:6]=[CH:7][C:2]([OH:18])=[CH:3][CH:4]=1)([CH3:11])[CH3:10], predict the reactants needed to synthesize it. The reactants are: Br[C:2]1[CH:3]=[CH:4][C:5]([O:8][CH:9]([CH3:11])[CH3:10])=[N:6][CH:7]=1.C([Li])CCC.B(OC)(OC)[O:18]C.C(OO)(=O)C.S(=O)(O)[O-].[Na+]. (3) Given the product [O:13]=[C:8]1[NH:9][CH2:10][CH2:11][CH2:12][N:7]1[CH2:6][CH2:5][CH:4]=[O:3], predict the reactants needed to synthesize it. The reactants are: C([O:3][CH:4](OCC)[CH2:5][CH2:6][N:7]1[CH2:12][CH2:11][CH2:10][NH:9][C:8]1=[O:13])C. (4) Given the product [ClH:3].[CH3:14][O:12][C:11]([C:6]1([CH3:5])[CH2:10][CH2:9][NH:8][CH2:7]1)=[O:13], predict the reactants needed to synthesize it. The reactants are: S(Cl)([Cl:3])=O.[CH3:5][C:6]1([C:11]([OH:13])=[O:12])[CH2:10][CH2:9][NH:8][CH2:7]1.[CH3:14]O. (5) Given the product [CH3:30][N:27]1[CH2:28][CH2:29][CH:24]([N:20]2[C:21]3[C:17](=[CH:16][C:15]([NH2:36])=[CH:23][CH:22]=3)[CH2:18][CH2:19]2)[CH2:25][CH2:26]1, predict the reactants needed to synthesize it. The reactants are: P(C(C)(C)C)(C(C)(C)C)C(C)(C)C.Br[C:15]1[CH:16]=[C:17]2[C:21](=[CH:22][CH:23]=1)[N:20]([CH:24]1[CH2:29][CH2:28][N:27]([CH3:30])[CH2:26][CH2:25]1)[CH2:19][CH2:18]2.[Li+].C[Si]([N-:36][Si](C)(C)C)(C)C. (6) Given the product [F:36][C:30]1[C:31]([F:35])=[CH:32][CH:33]=[CH:34][C:29]=1[C:27]1[N:28]=[C:23]2[CH:22]=[N:21][N:20]([CH2:19][C:18]3[CH:17]=[CH:16][C:15]([C:6]4[CH:7]=[CH:8][C:3]([C:2]([F:13])([F:12])[F:1])=[CH:4][CH:5]=4)=[CH:38][CH:37]=3)[CH:25]=[C:24]2[N:26]=1, predict the reactants needed to synthesize it. The reactants are: [F:1][C:2]([F:13])([F:12])[C:3]1[CH:8]=[CH:7][C:6](B(O)O)=[CH:5][CH:4]=1.Br[C:15]1[CH:38]=[CH:37][C:18]([CH2:19][N:20]2[CH:25]=[C:24]3[N:26]=[C:27]([C:29]4[CH:34]=[CH:33][CH:32]=[C:31]([F:35])[C:30]=4[F:36])[N:28]=[C:23]3[CH:22]=[N:21]2)=[CH:17][CH:16]=1. (7) Given the product [OH:2][C:3]1[CH:4]=[C:5]2[C:10](=[CH:11][CH:12]=1)[C:9]([C:13]([C:15]1[CH:20]=[CH:19][C:18]([O:21][CH2:22][CH2:23][N:24]3[CH2:25][CH2:26][CH2:27][CH2:28][CH2:29]3)=[CH:17][CH:16]=1)=[O:14])=[C:8]([C:30]1[C:35]([F:36])=[CH:34][C:33]([F:37])=[CH:32][C:31]=1[F:38])[CH:7]=[CH:6]2, predict the reactants needed to synthesize it. The reactants are: C[O:2][C:3]1[CH:4]=[C:5]2[C:10](=[CH:11][CH:12]=1)[C:9]([C:13]([C:15]1[CH:20]=[CH:19][C:18]([O:21][CH2:22][CH2:23][N:24]3[CH2:29][CH2:28][CH2:27][CH2:26][CH2:25]3)=[CH:17][CH:16]=1)=[O:14])=[C:8]([C:30]1[C:35]([F:36])=[CH:34][C:33]([F:37])=[CH:32][C:31]=1[F:38])[CH:7]=[CH:6]2.Cl.C(OCC)C.B(Br)(Br)Br.C(=O)(O)[O-].[Na+].